From a dataset of HIV replication inhibition screening data with 41,000+ compounds from the AIDS Antiviral Screen. Binary Classification. Given a drug SMILES string, predict its activity (active/inactive) in a high-throughput screening assay against a specified biological target. (1) The drug is CCOC(=O)N1C2C=C(C)C(ON2C(=O)c2ccccc2)C2C(C)C(=O)N21. The result is 0 (inactive). (2) The drug is CC(=O)NC(=Cc1ccc(C=C(NC(C)=O)C2=NC3C(=O)c4ccccc4C(=O)C3N2)cc1)C1=NC2C(=O)c3ccccc3C(=O)C2N1. The result is 0 (inactive). (3) The drug is COc1ccc(-c2c(C)oc(=O)c(NC(=O)c3ccccc3)c2C)cc1. The result is 0 (inactive).